From a dataset of Reaction yield outcomes from USPTO patents with 853,638 reactions. Predict the reaction yield, written as a fraction of the theoretical maximum amount of product (1.0 means a 100% yield; for example, 0.34 means a 34% yield). The reactants are F[C:2]1[C:7]([I:8])=[CH:6][CH:5]=[CH:4][N:3]=1.[CH3:9][N:10]([CH3:14])[CH2:11][CH2:12][OH:13]. No catalyst specified. The product is [I:8][C:7]1[C:2]([O:13][CH2:12][CH2:11][N:10]([CH3:14])[CH3:9])=[N:3][CH:4]=[CH:5][CH:6]=1. The yield is 0.750.